Regression/Classification. Given a drug SMILES string, predict its toxicity properties. Task type varies by dataset: regression for continuous values (e.g., LD50, hERG inhibition percentage) or binary classification for toxic/non-toxic outcomes (e.g., AMES mutagenicity, cardiotoxicity, hepatotoxicity). Dataset: herg_karim. From a dataset of hERG potassium channel inhibition data for cardiac toxicity prediction from Karim et al.. (1) The compound is CC(C)N(C)[C@@H]1CC[C@H](N2CC[C@H](NC(=O)c3cccc(OC(F)(F)F)c3)C2=O)[C@H](CS(C)(=O)=O)C1. The result is 0 (non-blocker). (2) The molecule is C[C@@H]1CN(c2nnc(C(F)(F)F)o2)CCN1c1ncc(OCc2ccc(-n3cnnn3)cc2F)cn1. The result is 1 (blocker). (3) The molecule is Cl.N[C@H](C(=O)N1CC[C@H](F)C1)C1CCC(NS(=O)(=O)c2ccc(F)cc2F)CC1. The result is 0 (non-blocker). (4) The compound is CC(C)N(C)[C@@H]1CC[C@H](N2CC[C@H](NC(=O)c3cccc(C(F)(F)F)n3)C2=O)[C@H](CS(C)(=O)=O)C1. The result is 0 (non-blocker). (5) The molecule is c1ccc(-c2oc3ncnc(NC[C@@H]4CCCO4)c3c2-c2ccccc2)cc1. The result is 0 (non-blocker). (6) The compound is O=C(CNc1n[nH]c2ccc(C(F)(F)F)cc12)NC1CN(C2CCC(O)(c3cccnc3)CC2)C1. The result is 0 (non-blocker).